This data is from Reaction yield outcomes from USPTO patents with 853,638 reactions. The task is: Predict the reaction yield, written as a fraction of the theoretical maximum amount of product (1.0 means a 100% yield; for example, 0.34 means a 34% yield). (1) The reactants are [F:1][C:2]1[CH:3]=[C:4]2[C:8](=[CH:9][CH:10]=1)[NH:7][CH:6]=[C:5]2[CH:11]=[CH:12][C:13]1[CH:14]=[N:15][CH:16]=[CH:17][CH:18]=1. The catalyst is CO.[Pd]. The product is [F:1][C:2]1[CH:3]=[C:4]2[C:8](=[CH:9][CH:10]=1)[NH:7][CH:6]=[C:5]2[CH2:11][CH2:12][C:13]1[CH:14]=[N:15][CH:16]=[CH:17][CH:18]=1. The yield is 0.500. (2) The product is [Cl:25][C:18]1[CH:17]=[C:16]([O:26][CH3:27])[C:15]([N:14]2[CH2:6][CH2:5][O:4][CH2:3][CH2:2]2)=[CH:24][C:19]=1[C:20]([O:22][CH3:23])=[O:21]. The reactants are Br[CH2:2][CH2:3][O:4][CH2:5][CH2:6]Br.C(=O)([O-])[O-].[K+].[K+].[NH2:14][C:15]1[C:16]([O:26][CH3:27])=[CH:17][C:18]([Cl:25])=[C:19]([CH:24]=1)[C:20]([O:22][CH3:23])=[O:21]. The catalyst is CC(N(C)C)=O. The yield is 0.600. (3) The reactants are [CH:1](=O)[C:2]1[CH:7]=[CH:6][CH:5]=[CH:4][CH:3]=1.[CH2:9]([N+:16]#[C-:17])[C:10]1[CH:15]=[CH:14][CH:13]=[CH:12][CH:11]=1.[O-:18][C:19]#[N:20].[K+].[F:22][C:23]1[CH:29]=[C:28]([F:30])[CH:27]=[CH:26][C:24]=1[NH2:25].Cl.[NH+]1C=CC=CC=1. The catalyst is CO.O. The product is [CH2:9]([NH:16][C:17]1[CH:1]([C:2]2[CH:7]=[CH:6][CH:5]=[CH:4][CH:3]=2)[N:25]([C:24]2[CH:26]=[CH:27][C:28]([F:30])=[CH:29][C:23]=2[F:22])[C:19](=[O:18])[N:20]=1)[C:10]1[CH:15]=[CH:14][CH:13]=[CH:12][CH:11]=1. The yield is 0.120.